Dataset: TCR-epitope binding with 47,182 pairs between 192 epitopes and 23,139 TCRs. Task: Binary Classification. Given a T-cell receptor sequence (or CDR3 region) and an epitope sequence, predict whether binding occurs between them. (1) The epitope is QARQMVQAMRTIGTHP. The TCR CDR3 sequence is CSARDLDPSSYNSPLHF. Result: 1 (the TCR binds to the epitope). (2) The epitope is LLLGIGILV. The TCR CDR3 sequence is CASSQGTLKGTEAFF. Result: 1 (the TCR binds to the epitope). (3) The epitope is FLPRVFSAV. The TCR CDR3 sequence is CASSYLSSGNTIYF. Result: 1 (the TCR binds to the epitope). (4) The epitope is GLCTLVAML. The TCR CDR3 sequence is CAVVGTGLGYTF. Result: 1 (the TCR binds to the epitope). (5) The epitope is KLPDDFTGCV. The TCR CDR3 sequence is CASSDGDGYGYTF. Result: 1 (the TCR binds to the epitope). (6) The epitope is AVFDRKSDAK. The TCR CDR3 sequence is CASSFSSGLGYEQYF. Result: 1 (the TCR binds to the epitope). (7) Result: 1 (the TCR binds to the epitope). The epitope is YVLDHLIVV. The TCR CDR3 sequence is CASMGGASYNEQFF. (8) The epitope is ISDYDYYRY. The TCR CDR3 sequence is CASSRSGGGGLTGELFF. Result: 0 (the TCR does not bind to the epitope).